Dataset: Full USPTO retrosynthesis dataset with 1.9M reactions from patents (1976-2016). Task: Predict the reactants needed to synthesize the given product. (1) Given the product [C:25]([C@H:21]1[CH2:22][CH2:23][CH2:24][N:20]1[C:18](=[O:19])[CH2:17]/[CH:16]=[CH:15]/[CH2:14][C:13]([N:9]1[CH2:10][CH2:11][CH2:12][C@@H:8]1[C:6]([OH:7])=[O:5])=[O:32])([OH:27])=[O:26], predict the reactants needed to synthesize it. The reactants are: C([O:5][C:6]([C@H:8]1[CH2:12][CH2:11][CH2:10][N:9]1[C:13](=[O:32])[CH2:14]/[CH:15]=[CH:16]/[CH2:17][C:18]([N:20]1[CH2:24][CH2:23][CH2:22][C@@H:21]1[C:25]([O:27]C(C)(C)C)=[O:26])=[O:19])=[O:7])(C)(C)C.FC(F)(F)C(O)=O. (2) Given the product [C:48]([NH:11][CH:12]([C:38]1[CH:43]=[CH:42][CH:41]=[C:40]([C:44]([F:47])([F:46])[F:45])[CH:39]=1)[CH2:13][NH:14][C:15](=[O:37])[CH2:16][N:17]1[C:21](=[O:22])[N:20]([CH2:23][C@H:24]([OH:29])[C:25]([F:28])([F:27])[F:26])[C:19]([C:30]2[CH:31]=[CH:32][C:33]([Cl:36])=[CH:34][CH:35]=2)=[N:18]1)(=[O:50])[CH3:49], predict the reactants needed to synthesize it. The reactants are: C(N(CC)C(C)C)(C)C.Cl.[NH2:11][CH:12]([C:38]1[CH:43]=[CH:42][CH:41]=[C:40]([C:44]([F:47])([F:46])[F:45])[CH:39]=1)[CH2:13][NH:14][C:15](=[O:37])[CH2:16][N:17]1[C:21](=[O:22])[N:20]([CH2:23][C@H:24]([OH:29])[C:25]([F:28])([F:27])[F:26])[C:19]([C:30]2[CH:35]=[CH:34][C:33]([Cl:36])=[CH:32][CH:31]=2)=[N:18]1.[C:48](OC(=O)C)(=[O:50])[CH3:49]. (3) Given the product [Cl:1][C:2]1[CH:7]=[CH:6][CH:5]=[C:4]([F:8])[C:3]=1[C:9]1[C:13]([C:14]([O:16][CH3:17])=[O:15])=[C:12]([C:18]2[CH:19]=[N:20][N:45]([C:39]3[O:38][N:37]=[C:36]([C:33]4[CH:32]=[CH:31][C:30]([Cl:29])=[CH:35][CH:34]=4)[C:40]=3[C:41]([O:43][CH3:44])=[O:42])[C:23]=2[C:24]([F:25])([F:26])[F:27])[O:11][N:10]=1, predict the reactants needed to synthesize it. The reactants are: [Cl:1][C:2]1[CH:7]=[CH:6][CH:5]=[C:4]([F:8])[C:3]=1[C:9]1[C:13]([C:14]([O:16][CH3:17])=[O:15])=[C:12]([C:18]([C:23](=O)[C:24]([F:27])([F:26])[F:25])=[CH:19][N:20](C)C)[O:11][N:10]=1.[Cl:29][C:30]1[CH:35]=[CH:34][C:33]([C:36]2[C:40]([C:41]([O:43][CH3:44])=[O:42])=[C:39]([NH:45]N)[O:38][N:37]=2)=[CH:32][CH:31]=1. (4) The reactants are: [Br:1][C:2]1[CH:10]=[CH:9][C:5](NCC)=[CH:4][CH:3]=1.[C:11]([NH:18][CH2:19][C:20]([OH:22])=O)([O:13][C:14]([CH3:17])([CH3:16])[CH3:15])=[O:12].Cl.[CH2:24]([N:26]=C=NCCCN(C)C)[CH3:25].C(=O)([O-])O.[Na+]. Given the product [Br:1][C:2]1[CH:3]=[CH:4][C:5]([CH:19]([NH:18][C:11](=[O:12])[O:13][C:14]([CH3:15])([CH3:16])[CH3:17])[C:20]([NH:26][CH2:24][CH3:25])=[O:22])=[CH:9][CH:10]=1, predict the reactants needed to synthesize it. (5) Given the product [S:1]1[CH:5]=[CH:4][N:3]=[C:2]1[NH:6][S:7]([C:10]1[CH:11]=[CH:12][C:13]([C:14]([NH:16][NH:17][CH2:18][C:19]2[CH:24]=[CH:23][C:22]([Cl:25])=[C:21]([Cl:26])[CH:20]=2)=[NH:15])=[CH:27][CH:28]=1)(=[O:9])=[O:8], predict the reactants needed to synthesize it. The reactants are: [S:1]1[CH:5]=[CH:4][N:3]=[C:2]1[NH:6][S:7]([C:10]1[CH:28]=[CH:27][C:13]([C:14]([NH:16][N:17]=[CH:18][C:19]2[CH:24]=[CH:23][C:22]([Cl:25])=[C:21]([Cl:26])[CH:20]=2)=[NH:15])=[CH:12][CH:11]=1)(=[O:9])=[O:8].[BH3-]C#N.[Na+].Cl. (6) Given the product [CH3:12][C:3]1[CH:4]=[C:5]([C:8]([F:11])([F:10])[F:9])[CH:6]=[CH:7][C:2]=1[C:21](=[O:24])[CH2:22][CH3:23], predict the reactants needed to synthesize it. The reactants are: Br[C:2]1[CH:7]=[CH:6][C:5]([C:8]([F:11])([F:10])[F:9])=[CH:4][C:3]=1[CH3:12].C([Li])CCC.CON(C)[C:21](=[O:24])[CH2:22][CH3:23].